This data is from Full USPTO retrosynthesis dataset with 1.9M reactions from patents (1976-2016). The task is: Predict the reactants needed to synthesize the given product. (1) Given the product [C:8]1(=[O:18])[NH:3][C:11](=[O:12])[C:10]2=[CH:14][CH:15]=[CH:16][CH:17]=[C:9]12, predict the reactants needed to synthesize it. The reactants are: C([N:3](CC)CC)C.[C:8](Cl)(=[O:18])[C:9]1[C:10](=[CH:14][CH:15]=[CH:16][CH:17]=1)[C:11](Cl)=[O:12]. (2) The reactants are: C[O:2][C:3](=O)[C:4]([C:7]1[CH:8]=[N:9][CH:10]=[C:11]([C:13]2[CH:22]=[CH:21][C:20]3[N:19]=[CH:18][C:17]4[N:23]([CH3:34])[C:24](=[O:33])[N:25]([C:26]5[C:27]([CH3:32])=[N:28][N:29]([CH3:31])[CH:30]=5)[C:16]=4[C:15]=3[CH:14]=2)[CH:12]=1)([CH3:6])[CH3:5].CO.[BH4-].[Na+]. Given the product [CH3:31][N:29]1[CH:30]=[C:26]([N:25]2[C:16]3[C:15]4[CH:14]=[C:13]([C:11]5[CH:10]=[N:9][CH:8]=[C:7]([C:4]([CH3:6])([CH3:5])[CH2:3][OH:2])[CH:12]=5)[CH:22]=[CH:21][C:20]=4[N:19]=[CH:18][C:17]=3[N:23]([CH3:34])[C:24]2=[O:33])[C:27]([CH3:32])=[N:28]1, predict the reactants needed to synthesize it.